This data is from Peptide-MHC class I binding affinity with 185,985 pairs from IEDB/IMGT. The task is: Regression. Given a peptide amino acid sequence and an MHC pseudo amino acid sequence, predict their binding affinity value. This is MHC class I binding data. The peptide sequence is LLALADRIYSF. The MHC is Mamu-B17 with pseudo-sequence YYSEYEARAEATHENTAYIKYHSYTWNYFAYEWY. The binding affinity (normalized) is 0.